From a dataset of NCI-60 drug combinations with 297,098 pairs across 59 cell lines. Regression. Given two drug SMILES strings and cell line genomic features, predict the synergy score measuring deviation from expected non-interaction effect. (1) Drug 1: CN(C)N=NC1=C(NC=N1)C(=O)N. Drug 2: N.N.Cl[Pt+2]Cl. Cell line: COLO 205. Synergy scores: CSS=0.524, Synergy_ZIP=2.45, Synergy_Bliss=5.40, Synergy_Loewe=-1.54, Synergy_HSA=-1.38. (2) Drug 1: CCCS(=O)(=O)NC1=C(C(=C(C=C1)F)C(=O)C2=CNC3=C2C=C(C=N3)C4=CC=C(C=C4)Cl)F. Drug 2: C1CN(P(=O)(OC1)NCCCl)CCCl. Cell line: NCIH23. Synergy scores: CSS=-6.26, Synergy_ZIP=2.04, Synergy_Bliss=-0.455, Synergy_Loewe=-3.91, Synergy_HSA=-4.26.